From a dataset of Reaction yield outcomes from USPTO patents with 853,638 reactions. Predict the reaction yield, written as a fraction of the theoretical maximum amount of product (1.0 means a 100% yield; for example, 0.34 means a 34% yield). The reactants are Br[C:2]1[CH:7]=[CH:6][C:5]([C:8]2([C:11]3[N:15]4[CH2:16][CH2:17][S:18][C:19]([CH2:22][O:23][Si:24]([C:27]([CH3:30])([CH3:29])[CH3:28])([CH3:26])[CH3:25])([CH3:21])[CH2:20][C:14]4=[N:13][N:12]=3)[CH2:10][CH2:9]2)=[CH:4][CH:3]=1.[O:31]1[CH:35]=[C:34](B(O)O)[CH:33]=[N:32]1.C(=O)([O-])[O-].[K+].[K+]. The catalyst is COCCOC.O.C1C=CC([P]([Pd]([P](C2C=CC=CC=2)(C2C=CC=CC=2)C2C=CC=CC=2)([P](C2C=CC=CC=2)(C2C=CC=CC=2)C2C=CC=CC=2)[P](C2C=CC=CC=2)(C2C=CC=CC=2)C2C=CC=CC=2)(C2C=CC=CC=2)C2C=CC=CC=2)=CC=1. The product is [Si:24]([O:23][CH2:22][C:19]1([CH3:21])[S:18][CH2:17][CH2:16][N:15]2[C:11]([C:8]3([C:5]4[CH:6]=[CH:7][C:2]([C:34]5[CH:33]=[N:32][O:31][CH:35]=5)=[CH:3][CH:4]=4)[CH2:10][CH2:9]3)=[N:12][N:13]=[C:14]2[CH2:20]1)([C:27]([CH3:30])([CH3:29])[CH3:28])([CH3:26])[CH3:25]. The yield is 0.440.